From a dataset of Catalyst prediction with 721,799 reactions and 888 catalyst types from USPTO. Predict which catalyst facilitates the given reaction. (1) Reactant: [F:1][C:2]1[CH:7]=[N:6][CH:5]=[C:4]2[S:8][CH:9]=[CH:10][C:3]=12.C([O-])(=O)C.[Na+].[Br:16]Br. Product: [Br:16][C:10]1[C:3]2[C:4](=[CH:5][N:6]=[CH:7][C:2]=2[F:1])[S:8][CH:9]=1. The catalyst class is: 15. (2) Reactant: Br[C:2]1[CH:11]=[C:10]2[C:5]([CH:6]=[CH:7][N:8]=[C:9]2[Cl:12])=[CH:4][CH:3]=1.C([O:16][B:17](OC(C)C)[O:18]C(C)C)(C)C.C([Li])CCC. Product: [Cl:12][C:9]1[C:10]2[C:5](=[CH:4][CH:3]=[C:2]([B:17]([OH:18])[OH:16])[CH:11]=2)[CH:6]=[CH:7][N:8]=1. The catalyst class is: 7. (3) Reactant: [Cl:1][C:2]1[CH:6]=[C:5]([C:7]([O:9]C)=[O:8])[N:4]([C:11]2[CH:12]=[N:13][CH:14]=[CH:15][CH:16]=2)[N:3]=1.O.[OH-].[Li+].O1CCOCC1. Product: [Cl:1][C:2]1[CH:6]=[C:5]([C:7]([OH:9])=[O:8])[N:4]([C:11]2[CH:12]=[N:13][CH:14]=[CH:15][CH:16]=2)[N:3]=1. The catalyst class is: 6. (4) Reactant: Br[C:2]1[CH:3]=[C:4]([CH:13]=[C:14]([F:16])[CH:15]=1)[NH:5][CH2:6][CH2:7][N:8]1[CH2:12][CH2:11][CH2:10][CH2:9]1.[CH3:17][C:18]1([CH3:34])[C:22]([CH3:24])([CH3:23])[O:21][B:20]([B:20]2[O:21][C:22]([CH3:24])([CH3:23])[C:18]([CH3:34])([CH3:17])[O:19]2)[O:19]1.CC([O-])=O.[K+]. Product: [F:16][C:14]1[CH:13]=[C:4]([CH:3]=[C:2]([B:20]2[O:21][C:22]([CH3:24])([CH3:23])[C:18]([CH3:34])([CH3:17])[O:19]2)[CH:15]=1)[NH:5][CH2:6][CH2:7][N:8]1[CH2:12][CH2:11][CH2:10][CH2:9]1. The catalyst class is: 418. (5) Reactant: [CH2:1]([CH:3]([O:6][C:7]1[C:8]([NH:14][CH3:15])=[N:9][C:10]([I:13])=[CH:11][CH:12]=1)[CH2:4][CH3:5])[CH3:2].C1C(=O)N([Br:23])C(=O)C1. Product: [Br:23][C:11]1[CH:12]=[C:7]([O:6][CH:3]([CH2:4][CH3:5])[CH2:1][CH3:2])[C:8]([NH:14][CH3:15])=[N:9][C:10]=1[I:13]. The catalyst class is: 22.